From a dataset of Full USPTO retrosynthesis dataset with 1.9M reactions from patents (1976-2016). Predict the reactants needed to synthesize the given product. Given the product [O:21]1[CH2:22][CH2:23][O:24][CH:20]1[CH2:19][CH2:18][CH2:17][CH2:16][CH2:15][CH2:14][CH2:13][CH2:12][O:9][C:7]1[CH:8]=[C:3]([CH2:2][OH:1])[CH:4]=[CH:5][C:6]=1[CH3:10], predict the reactants needed to synthesize it. The reactants are: [OH:1][CH2:2][C:3]1[CH:4]=[CH:5][C:6]([CH3:10])=[C:7]([OH:9])[CH:8]=1.Br[CH2:12][CH2:13][CH2:14][CH2:15][CH2:16][CH2:17][CH2:18][CH2:19][CH:20]1[O:24][CH2:23][CH2:22][O:21]1.C(=O)([O-])[O-].[K+].[K+].